This data is from Catalyst prediction with 721,799 reactions and 888 catalyst types from USPTO. The task is: Predict which catalyst facilitates the given reaction. (1) Reactant: [CH:1]1([N:5]2[CH2:11][CH2:10][CH2:9][N:8]([C:12]([CH:14]3[CH2:17][N:16]([C:18]([C:20]4[NH:24][C:23]5[CH:25]=[CH:26][CH:27]=[CH:28][C:22]=5[N:21]=4)=[O:19])[CH2:15]3)=[O:13])[CH2:7][CH2:6]2)[CH2:4][CH2:3][CH2:2]1.[OH-].[Na+].[CH3:31]OS(OC)(=O)=O.C(Cl)Cl. Product: [NH3:5].[CH:1]1([N:5]2[CH2:11][CH2:10][CH2:9][N:8]([C:12]([CH:14]3[CH2:15][N:16]([C:18]([C:20]4[N:21]([CH3:31])[C:22]5[CH:28]=[CH:27][CH:26]=[CH:25][C:23]=5[N:24]=4)=[O:19])[CH2:17]3)=[O:13])[CH2:7][CH2:6]2)[CH2:4][CH2:3][CH2:2]1. The catalyst class is: 36. (2) Reactant: [N+:1]([C:4]1[CH:5]=[C:6]([CH:9]=[CH:10][C:11]=1[NH:12][CH2:13][CH:14]1[CH2:18][CH2:17][CH2:16][NH:15]1)[CH:7]=[O:8])([O-:3])=[O:2].[C:19](O)([C:21]([F:24])([F:23])[F:22])=[O:20].N1C=CC=CC=1.FC(F)(F)C(OC(=O)C(F)(F)F)=O. Product: [N+:1]([C:4]1[CH:5]=[C:6]([CH:9]=[CH:10][C:11]=1[NH:12][CH2:13][CH:14]1[CH2:18][CH2:17][CH2:16][N:15]1[C:19](=[O:20])[C:21]([F:24])([F:23])[F:22])[CH:7]=[O:8])([O-:3])=[O:2]. The catalyst class is: 2. (3) Reactant: [CH3:1][C:2]1[CH:16]=[C:15]([O:17][CH2:18][C:19]2[N:20]=[C:21](/[CH:24]=[CH:25]/[C:26]3[CH:31]=[CH:30][C:29]([C:32]([F:35])([F:34])[F:33])=[CH:28][C:27]=3[F:36])[O:22][CH:23]=2)[CH:14]=[CH:13][C:3]=1[CH2:4][S:5][CH2:6][CH2:7][N:8]1[CH:12]=[CH:11][N:10]=[N:9]1.ClC1C=C(C(OO)=[O:45])C=CC=1. Product: [F:36][C:27]1[CH:28]=[C:29]([C:32]([F:34])([F:33])[F:35])[CH:30]=[CH:31][C:26]=1/[CH:25]=[CH:24]/[C:21]1[O:22][CH:23]=[C:19]([CH2:18][O:17][C:15]2[CH:14]=[CH:13][C:3]([CH2:4][S:5]([CH2:6][CH2:7][N:8]3[CH:12]=[CH:11][N:10]=[N:9]3)=[O:45])=[C:2]([CH3:1])[CH:16]=2)[N:20]=1. The catalyst class is: 96.